The task is: Predict the reaction yield, written as a fraction of the theoretical maximum amount of product (1.0 means a 100% yield; for example, 0.34 means a 34% yield).. This data is from Reaction yield outcomes from USPTO patents with 853,638 reactions. (1) The reactants are [CH2:1]1[C:10]2[C:5](=[CH:6][CH:7]=[CH:8][CH:9]=2)[CH2:4][C@@H:3]([C:11]([OH:13])=[O:12])[NH:2]1.C(=O)([O-])O.[Na+].[CH3:19][C:20]([O:23][C:24](O[C:24]([O:23][C:20]([CH3:22])([CH3:21])[CH3:19])=[O:25])=[O:25])([CH3:22])[CH3:21]. The catalyst is O1CCOCC1.O. The product is [C:20]([O:23][C:24]([N:2]1[C@H:3]([C:11]([OH:13])=[O:12])[CH2:4][C:5]2[C:10](=[CH:9][CH:8]=[CH:7][CH:6]=2)[CH2:1]1)=[O:25])([CH3:22])([CH3:21])[CH3:19]. The yield is 0.960. (2) The reactants are [N:1]1[CH:6]=[CH:5][CH:4]=[CH:3][C:2]=1[CH2:7][N:8]([CH2:17][CH2:18][C:19]1[CH:24]=[CH:23][C:22]([S:25](=[O:28])(=[O:27])[NH2:26])=[CH:21][CH:20]=1)[CH2:9][C:10]([O:12]C(C)(C)C)=[O:11]. The catalyst is C(Cl)Cl.C(O)(C(F)(F)F)=O. The product is [N:1]1[CH:6]=[CH:5][CH:4]=[CH:3][C:2]=1[CH2:7][N:8]([CH2:17][CH2:18][C:19]1[CH:20]=[CH:21][C:22]([S:25](=[O:28])(=[O:27])[NH2:26])=[CH:23][CH:24]=1)[CH2:9][C:10]([OH:12])=[O:11]. The yield is 1.00. (3) The reactants are [NH2:1][C:2]1[C:7]([NH:8][C:9](=O)[C:10]2[CH:15]=[C:14]([O:16][CH:17]([CH3:19])[CH3:18])[CH:13]=[C:12]([O:20][CH2:21][C:22]3[CH:27]=[CH:26][CH:25]=[CH:24][CH:23]=3)[CH:11]=2)=[CH:6][CH:5]=[CH:4][N:3]=1. The catalyst is C(#N)CCC.C(O)(=O)C. The product is [CH2:21]([O:20][C:12]1[CH:11]=[C:10]([C:9]2[NH:1][C:2]3=[N:3][CH:4]=[CH:5][CH:6]=[C:7]3[N:8]=2)[CH:15]=[C:14]([O:16][CH:17]([CH3:19])[CH3:18])[CH:13]=1)[C:22]1[CH:27]=[CH:26][CH:25]=[CH:24][CH:23]=1. The yield is 0.900. (4) The reactants are [Cl:1][C:2]1[CH:7]=[CH:6][C:5]([C:8]([C:10]2[CH:11]=[C:12]3[C:17](=[CH:18][CH:19]=2)[N:16]=[CH:15][CH:14]=[C:13]3O)=[O:9])=[CH:4][CH:3]=1.P(Cl)(Cl)([Cl:23])=O. No catalyst specified. The product is [Cl:1][C:2]1[CH:7]=[CH:6][C:5]([C:8]([C:10]2[CH:11]=[C:12]3[C:17](=[CH:18][CH:19]=2)[N:16]=[CH:15][CH:14]=[C:13]3[Cl:23])=[O:9])=[CH:4][CH:3]=1. The yield is 0.910. (5) The reactants are C[O:2][C:3](=[O:23])[CH:4]([C:13]1[CH:18]=[CH:17][C:16]([S:19]([CH3:22])(=[O:21])=[O:20])=[CH:15][CH:14]=1)[CH2:5][C:6]1[CH:11]=[CH:10][CH:9]=[CH:8][C:7]=1[CH3:12].[OH-].[K+]. The catalyst is C(O)C. The product is [CH3:22][S:19]([C:16]1[CH:15]=[CH:14][C:13]([CH:4]([CH2:5][C:6]2[CH:11]=[CH:10][CH:9]=[CH:8][C:7]=2[CH3:12])[C:3]([OH:23])=[O:2])=[CH:18][CH:17]=1)(=[O:20])=[O:21]. The yield is 0.960.